From a dataset of Reaction yield outcomes from USPTO patents with 853,638 reactions. Predict the reaction yield, written as a fraction of the theoretical maximum amount of product (1.0 means a 100% yield; for example, 0.34 means a 34% yield). (1) The catalyst is C1COCC1.CO.[Pd]. The product is [C:32]([C:29]1[CH:30]=[CH:31][C:26]([CH:23]2[CH2:22][CH2:21][N:20]([C:18]([C:16]3[CH:15]=[CH:14][C:13]([CH3:34])=[C:12]([NH:11][S:8]([C:5]4[CH:6]=[N:7][CH:2]=[CH:3][CH:4]=4)(=[O:9])=[O:10])[CH:17]=3)=[O:19])[CH2:25][CH2:24]2)=[CH:27][CH:28]=1)#[N:33]. The reactants are Cl[C:2]1[N:7]=[CH:6][C:5]([S:8]([NH:11][C:12]2[CH:17]=[C:16]([C:18]([N:20]3[CH2:25][CH2:24][CH:23]([C:26]4[CH:31]=[CH:30][C:29]([C:32]#[N:33])=[CH:28][CH:27]=4)[CH2:22][CH2:21]3)=[O:19])[CH:15]=[CH:14][C:13]=2[CH3:34])(=[O:10])=[O:9])=[CH:4][CH:3]=1.[H][H].C(N(CC)CC)C. The yield is 0.110. (2) The reactants are [CH:1]([O:4][CH:5]([C:7]1[CH:15]=[CH:14][C:10]([C:11]([OH:13])=O)=[CH:9][CH:8]=1)[CH3:6])([CH3:3])[CH3:2].CN(C(ON1N=NC2C=CC=NC1=2)=[N+](C)C)C.F[P-](F)(F)(F)(F)F.C(N(CC)CC)C.[NH2:47][CH2:48][C:49]1[C:50]([OH:57])=[N:51][C:52]([CH3:56])=[CH:53][C:54]=1[CH3:55]. The catalyst is ClCCl.O. The product is [OH:57][C:50]1[C:49]([CH2:48][NH:47][C:11](=[O:13])[C:10]2[CH:9]=[CH:8][C:7]([CH:5]([O:4][CH:1]([CH3:2])[CH3:3])[CH3:6])=[CH:15][CH:14]=2)=[C:54]([CH3:55])[CH:53]=[C:52]([CH3:56])[N:51]=1. The yield is 0.910. (3) The reactants are [C:1]([C:4]1[C:9]2[C:10]([CH3:39])=[C:11]([C:13]([NH:15][C:16]3[CH:21]=[CH:20][C:19]([C:22]4[CH:27]=[CH:26][C:25]([S:28]([NH:31][C@H:32]([C:36]([OH:38])=[O:37])[CH:33]([CH3:35])[CH3:34])(=[O:30])=[O:29])=[CH:24][CH:23]=4)=[CH:18][CH:17]=3)=[O:14])[O:12][C:8]=2[CH:7]=[CH:6][CH:5]=1)(=[O:3])[CH3:2].C(C1C2C(C)=C(C(NC3C=CC(C4C=CC(S(N[C@H](C(OC)=O)C(C)C)(=O)=O)=CC=4)=CC=3)=O)OC=2C=CC=1)(=O)C.[BH4-].[Na+]. The catalyst is C(O)C. The product is [OH:3][CH:1]([C:4]1[C:9]2[C:10]([CH3:39])=[C:11]([C:13]([NH:15][C:16]3[CH:17]=[CH:18][C:19]([C:22]4[CH:27]=[CH:26][C:25]([S:28]([NH:31][C@H:32]([C:36]([OH:38])=[O:37])[CH:33]([CH3:34])[CH3:35])(=[O:29])=[O:30])=[CH:24][CH:23]=4)=[CH:20][CH:21]=3)=[O:14])[O:12][C:8]=2[CH:7]=[CH:6][CH:5]=1)[CH3:2]. The yield is 0.740.